From a dataset of Peptide-MHC class II binding affinity with 134,281 pairs from IEDB. Regression. Given a peptide amino acid sequence and an MHC pseudo amino acid sequence, predict their binding affinity value. This is MHC class II binding data. (1) The binding affinity (normalized) is 0.0965. The peptide sequence is VVLFAVFLGSAYGIP. The MHC is HLA-DPA10201-DPB10501 with pseudo-sequence HLA-DPA10201-DPB10501. (2) The peptide sequence is TFAATHNPWASQAG. The MHC is DRB1_0901 with pseudo-sequence DRB1_0901. The binding affinity (normalized) is 0.341. (3) The peptide sequence is EFVTLAAKFIIEEDS. The MHC is DRB4_0101 with pseudo-sequence DRB4_0103. The binding affinity (normalized) is 0.178. (4) The peptide sequence is AGELQIIDKIDAAFK. The MHC is HLA-DQA10501-DQB10301 with pseudo-sequence HLA-DQA10501-DQB10301. The binding affinity (normalized) is 0.277.